From a dataset of Reaction yield outcomes from USPTO patents with 853,638 reactions. Predict the reaction yield, written as a fraction of the theoretical maximum amount of product (1.0 means a 100% yield; for example, 0.34 means a 34% yield). The reactants are [CH2:1]([NH:3][S:4]([CH2:7][C:8]1[CH:13]=[CH:12][CH:11]=[CH:10][CH:9]=1)(=[O:6])=[O:5])[CH3:2].CC(C)([O-])C.[K+].[C:20](OCC)(=[O:24])[C:21]([O-])=[O:22].Cl. The catalyst is C1COCC1. The product is [CH2:1]([N:3]1[C:21](=[O:22])[C:20]([OH:24])=[C:7]([C:8]2[CH:13]=[CH:12][CH:11]=[CH:10][CH:9]=2)[S:4]1(=[O:5])=[O:6])[CH3:2]. The yield is 0.826.